Dataset: Full USPTO retrosynthesis dataset with 1.9M reactions from patents (1976-2016). Task: Predict the reactants needed to synthesize the given product. (1) Given the product [Cl:1][C:2]1[C:7]([F:8])=[CH:6][CH:5]=[C:4]([Cl:9])[C:3]=1[CH:10]([O:12][C:13]1[C:14]([NH2:19])=[N:15][CH:16]=[CH:17][CH:18]=1)[CH3:11], predict the reactants needed to synthesize it. The reactants are: [Cl:1][C:2]1[C:7]([F:8])=[CH:6][CH:5]=[C:4]([Cl:9])[C:3]=1[CH:10]([O:12][C:13]1[C:14]([N+:19]([O-])=O)=[N:15][CH:16]=[CH:17][CH:18]=1)[CH3:11].O.C([O-])([O-])=O.[Na+].[Na+]. (2) Given the product [F:37][C:30]1[C:31]([O:35][CH3:36])=[CH:32][CH:33]=[CH:34][C:29]=1[C:25]1[C:24]2[N:23]([N:22]=[C:21]([NH:20][C:17]3[CH:18]=[CH:19][C:14]([CH:11]4[CH2:10][CH2:9][NH:8][CH2:13][CH2:12]4)=[CH:15][CH:16]=3)[N:38]=2)[CH:28]=[CH:27][CH:26]=1, predict the reactants needed to synthesize it. The reactants are: C(OC([N:8]1[CH2:13][CH2:12][CH:11]([C:14]2[CH:19]=[CH:18][C:17]([NH:20][C:21]3[N:38]=[C:24]4[C:25]([C:29]5[CH:34]=[CH:33][CH:32]=[C:31]([O:35][CH3:36])[C:30]=5[F:37])=[CH:26][CH:27]=[CH:28][N:23]4[N:22]=3)=[CH:16][CH:15]=2)[CH2:10][CH2:9]1)=O)(C)(C)C.FC(F)(F)C(O)=O.